From a dataset of Reaction yield outcomes from USPTO patents with 853,638 reactions. Predict the reaction yield, written as a fraction of the theoretical maximum amount of product (1.0 means a 100% yield; for example, 0.34 means a 34% yield). (1) The reactants are [C:1]([O:5][C:6]([C:8]1[CH:9]=[C:10](Br)[CH:11]=[C:12]2[C:17]=1[O:16][C:15]([CH3:19])([CH3:18])[CH2:14][C:13]2([CH3:21])[CH3:20])=[O:7])([CH3:4])([CH3:3])[CH3:2].C(N(CC)CC)C.[CH3:30][Si:31]([C:34]#[CH:35])([CH3:33])[CH3:32].C(OCC)(=O)C. The catalyst is CCCCCC.[Cu]I.Cl[Pd](Cl)([P](C1C=CC=CC=1)(C1C=CC=CC=1)C1C=CC=CC=1)[P](C1C=CC=CC=1)(C1C=CC=CC=1)C1C=CC=CC=1. The product is [C:1]([O:5][C:6]([C:8]1[CH:9]=[C:10]([C:35]#[C:34][Si:31]([CH3:33])([CH3:32])[CH3:30])[CH:11]=[C:12]2[C:17]=1[O:16][C:15]([CH3:19])([CH3:18])[CH2:14][C:13]2([CH3:21])[CH3:20])=[O:7])([CH3:4])([CH3:3])[CH3:2]. The yield is 0.320. (2) The reactants are [CH3:1][N:2]1[C@@H:19]2[CH2:20][C:7]3[CH:8]=[CH:9][C:10]([O:21][CH3:22])=[C:11]4[O:12][C@H:13]5[C:14]([CH2:16][CH2:17][C@@H:18]2[C@:5]5([C:6]=34)[CH2:4][CH2:3]1)=[O:15].[Li]N([Si](C)(C)C)[Si](C)(C)C.[O:33]1CCCC1. No catalyst specified. The product is [C:11]([O-:33])(=[O:12])[C:6]1[CH:7]=[CH:20][CH:19]=[CH:18][CH:5]=1.[CH3:1][N:2]1[C@@H:19]2[CH2:20][C:7]3[CH:8]=[CH:9][C:10]([O:21][CH3:22])=[C:11]4[O:12][C@H:13]5[C:14]([CH2:16][CH2:17][C@@H:18]2[C@:5]5([C:6]=34)[CH2:4][CH2:3]1)=[O:15]. The yield is 0.420. (3) The reactants are CCN(C(C)C)C(C)C.[CH3:10][O:11][C:12]1[CH:13]=[CH:14][CH:15]=[C:16]2[C:21]=1[O:20][C:19](=[O:22])[C:18]([C:23]([OH:25])=O)=[CH:17]2.CN(C(ON1N=NC2C=CC=NC1=2)=[N+](C)C)C.F[P-](F)(F)(F)(F)F.[CH3:50][O:51][C:52]1[CH:57]=[CH:56][C:55]([C:58]2[CH:63]=[CH:62][CH:61]=[C:60]([NH2:64])[CH:59]=2)=[CH:54][CH:53]=1. The catalyst is CN(C=O)C. The product is [CH3:50][O:51][C:52]1[CH:53]=[CH:54][C:55]([C:58]2[CH:63]=[CH:62][CH:61]=[C:60]([NH:64][C:23]([C:18]3[C:19](=[O:22])[O:20][C:21]4[C:16]([CH:17]=3)=[CH:15][CH:14]=[CH:13][C:12]=4[O:11][CH3:10])=[O:25])[CH:59]=2)=[CH:56][CH:57]=1. The yield is 0.680. (4) The reactants are C(O)(C(F)(F)F)=O.[NH2:8][CH2:9][C:10]([OH:12])=[O:11].[CH3:13][CH2:14][C:15]1[C:24]2[CH2:25][N:26]3[C:31](=[O:32])[C:30]4[CH2:33][O:34][C:35]([C@:37]([OH:40])([CH2:38][CH3:39])[C:29]=4[CH:28]=[C:27]3[C:23]=2[N:22]=[C:21]2[C:16]=1[CH:17]=[C:18]([OH:41])[CH:19]=[CH:20]2)=[O:36].ON1C(=O)CCC1=O.C(N=C=NCCCN(C)C)C. The catalyst is CN(C)C=O. The product is [NH2:8][CH2:9][C:10]([OH:12])=[O:11].[CH3:13][CH2:14][C:15]1[C:24]2[CH2:25][N:26]3[C:31](=[O:32])[C:30]4[CH2:33][O:34][C:35]([C@:37]([OH:40])([CH2:38][CH3:39])[C:29]=4[CH:28]=[C:27]3[C:23]=2[N:22]=[C:21]2[C:16]=1[CH:17]=[C:18]([OH:41])[CH:19]=[CH:20]2)=[O:36]. The yield is 0.670. (5) The catalyst is O1CCCC1.O.[Cl-].[Na+].O. The reactants are [Cl-].[Br:2][C:3]1[CH:8]=[CH:7][C:6]([CH2:9][NH3+:10])=[CH:5][CH:4]=1.[OH-].[Na+].Cl[C:14]([O:16][CH2:17][C:18]1[CH:23]=[CH:22][CH:21]=[CH:20][CH:19]=1)=[O:15]. The yield is 1.02. The product is [Br:2][C:3]1[CH:8]=[CH:7][C:6]([CH2:9][NH:10][C:14](=[O:15])[O:16][CH2:17][C:18]2[CH:23]=[CH:22][CH:21]=[CH:20][CH:19]=2)=[CH:5][CH:4]=1. (6) The reactants are C([O:3][C:4]([C:6]1[CH:7]=[C:8]2[C:13](=[CH:14][CH:15]=1)[NH:12][CH:11]([C:16]1[CH:21]=[CH:20][CH:19]=[C:18]([N:22]3[CH2:27][CH2:26][NH:25][CH2:24][CH2:23]3)[CH:17]=1)[C:10]([CH3:29])([CH3:28])[CH2:9]2)=[O:5])C.[OH-].[Na+].Cl. The catalyst is CO.O1CCCC1.O. The product is [CH3:28][C:10]1([CH3:29])[CH2:9][C:8]2[C:13](=[CH:14][CH:15]=[C:6]([C:4]([OH:5])=[O:3])[CH:7]=2)[NH:12][CH:11]1[C:16]1[CH:21]=[CH:20][CH:19]=[C:18]([N:22]2[CH2:27][CH2:26][NH:25][CH2:24][CH2:23]2)[CH:17]=1. The yield is 0.900. (7) The reactants are C([O:3][C:4]([C:6]1[CH:7]=[N:8][C:9]2[C:14]([CH:15]=1)=[CH:13][CH:12]=[C:11]([NH:16][C:17]([C:19]1[C:20]([C:25]3[CH:30]=[CH:29][C:28]([C:31]([F:34])([F:33])[F:32])=[CH:27][CH:26]=3)=[CH:21][CH:22]=[CH:23][CH:24]=1)=[O:18])[CH:10]=2)=[O:5])C.[OH-].[Na+]. The catalyst is CO. The product is [F:34][C:31]([F:32])([F:33])[C:28]1[CH:27]=[CH:26][C:25]([C:20]2[C:19]([C:17]([NH:16][C:11]3[CH:10]=[C:9]4[C:14]([CH:15]=[C:6]([C:4]([OH:5])=[O:3])[CH:7]=[N:8]4)=[CH:13][CH:12]=3)=[O:18])=[CH:24][CH:23]=[CH:22][CH:21]=2)=[CH:30][CH:29]=1. The yield is 0.600. (8) The reactants are [C:1]([C:4]1[S:5][C:6]([CH3:9])=[CH:7][CH:8]=1)(=O)[CH3:2].[NH2:10][C:11]1[CH:24]=[CH:23][CH:22]=[CH:21][C:12]=1[C:13]([C:15]1[CH:20]=[CH:19][CH:18]=[CH:17][CH:16]=1)=O. No catalyst specified. The product is [CH3:9][C:6]1[S:5][C:4]([C:1]2[CH:2]=[C:13]([C:15]3[CH:20]=[CH:19][CH:18]=[CH:17][CH:16]=3)[C:12]3[C:11](=[CH:24][CH:23]=[CH:22][CH:21]=3)[N:10]=2)=[CH:8][CH:7]=1. The yield is 0.830. (9) The reactants are [NH3:1].[NH:2]1[C:8]2[CH:9]=[CH:10][CH:11]=[CH:12][C:7]=2[CH:6]=[CH:5][CH:4]=[N:3]1.CCOCC. The catalyst is C(Cl)Cl.CCO.CC(O)=O. The product is [NH2:1][C:4]1[CH:5]=[CH:6][C:7]2[CH:12]=[CH:11][CH:10]=[CH:9][C:8]=2[NH:2][N:3]=1. The yield is 0.470. (10) The reactants are [Br:1][C:2]1[CH:10]=[CH:9][C:8]([OH:11])=[C:7]2[C:3]=1[CH2:4][NH:5][C:6]2=[O:12].[C:13]([O-])([O-])=O.[Cs+].[Cs+].CI.O. The catalyst is CN(C=O)C. The product is [Br:1][C:2]1[CH:10]=[CH:9][C:8]([O:11][CH3:13])=[C:7]2[C:3]=1[CH2:4][NH:5][C:6]2=[O:12]. The yield is 0.700.